Dataset: Reaction yield outcomes from USPTO patents with 853,638 reactions. Task: Predict the reaction yield, written as a fraction of the theoretical maximum amount of product (1.0 means a 100% yield; for example, 0.34 means a 34% yield). (1) The reactants are [F:1][C:2]1[CH:3]=[N:4][C:5]([NH:8][C:9]2[S:10][C:11]3[CH2:17][CH2:16][N:15]([CH2:18][CH2:19][CH2:20][O:21]C)[C:14]4=[N:23][NH:24][CH:25]=[C:13]4[C:12]=3[N:26]=2)=[N:6][CH:7]=1.BrB(Br)Br. The catalyst is C(Cl)Cl. The product is [F:1][C:2]1[CH:3]=[N:4][C:5]([NH:8][C:9]2[S:10][C:11]3[CH2:17][CH2:16][N:15]([CH2:18][CH2:19][CH2:20][OH:21])[C:14]4=[N:23][NH:24][CH:25]=[C:13]4[C:12]=3[N:26]=2)=[N:6][CH:7]=1. The yield is 0.300. (2) The catalyst is CO.C1COCC1. The reactants are [C:1]([O:5][C:6]([NH:8][C@H:9]([C:15]1[CH:20]=[CH:19][C:18]([S:21]([CH2:24][CH3:25])(=[O:23])=[O:22])=[CH:17][CH:16]=1)[CH2:10][C:11](OC)=[O:12])=[O:7])([CH3:4])([CH3:3])[CH3:2].[Li+].[BH4-]. The yield is 0.830. The product is [CH2:24]([S:21]([C:18]1[CH:17]=[CH:16][C:15]([C@@H:9]([NH:8][C:6](=[O:7])[O:5][C:1]([CH3:4])([CH3:3])[CH3:2])[CH2:10][CH2:11][OH:12])=[CH:20][CH:19]=1)(=[O:23])=[O:22])[CH3:25]. (3) The yield is 0.440. The catalyst is O1CCOCC1.Cl[Pd](Cl)([P](C1C=CC=CC=1)(C1C=CC=CC=1)C1C=CC=CC=1)[P](C1C=CC=CC=1)(C1C=CC=CC=1)C1C=CC=CC=1. The reactants are [O:1]([C:8]1[CH:13]=[CH:12][C:11]([NH:14][C:15]2[C:24]3[C:19](=[CH:20][C:21](I)=[CH:22][CH:23]=3)[N:18]=[CH:17][CH:16]=2)=[CH:10][CH:9]=1)[C:2]1[CH:7]=[CH:6][CH:5]=[CH:4][CH:3]=1.C([Sn](CCCC)(CCCC)[C:31]1[N:32]=[C:33]([CH:36]=[O:37])[S:34][CH:35]=1)CCC. The product is [O:1]([C:8]1[CH:13]=[CH:12][C:11]([NH:14][C:15]2[C:24]3[C:19](=[CH:20][C:21]([C:31]4[N:32]=[C:33]([CH:36]=[O:37])[S:34][CH:35]=4)=[CH:22][CH:23]=3)[N:18]=[CH:17][CH:16]=2)=[CH:10][CH:9]=1)[C:2]1[CH:7]=[CH:6][CH:5]=[CH:4][CH:3]=1. (4) The reactants are [F-].C([N+](CCCC)(CCCC)CCCC)CCC.[Si]([O:26][CH2:27][CH:28]([O:43][CH2:44][O:45][CH3:46])[CH2:29][N:30]1[C:35](=[O:36])[CH:34]=[N:33][C:32]2[CH:37]=[CH:38][C:39]([O:41][CH3:42])=[N:40][C:31]1=2)(C(C)(C)C)(C)C. The catalyst is O1CCCC1.ClCCl. The product is [OH:26][CH2:27][CH:28]([O:43][CH2:44][O:45][CH3:46])[CH2:29][N:30]1[C:35](=[O:36])[CH:34]=[N:33][C:32]2[CH:37]=[CH:38][C:39]([O:41][CH3:42])=[N:40][C:31]1=2. The yield is 0.870. (5) The reactants are Cl[S:2]([CH2:5][CH2:6][CH2:7][NH:8][C:9](=[O:11])[CH3:10])(=[O:4])=[O:3].C(N(CC)CC)C.[OH:19][CH2:20][C:21]([CH3:38])([CH3:37])[C@@H:22]([O:29][Si:30]([CH3:36])([CH3:35])[C:31]([CH3:34])([CH3:33])[CH3:32])/[CH:23]=[CH:24]/[C:25]([O:27][CH3:28])=[O:26]. The catalyst is ClCCl.CN(C1C=CN=CC=1)C. The product is [C:9]([NH:8][CH2:7][CH2:6][CH2:5][S:2]([O:19][CH2:20][C:21]([CH3:38])([CH3:37])[C@@H:22]([O:29][Si:30]([CH3:36])([CH3:35])[C:31]([CH3:32])([CH3:34])[CH3:33])/[CH:23]=[CH:24]/[C:25]([O:27][CH3:28])=[O:26])(=[O:4])=[O:3])(=[O:11])[CH3:10]. The yield is 0.550. (6) The product is [Br:1][C:2]1[CH:7]=[C:6]2[C:5](=[CH:4][CH:3]=1)[O:11][CH:17]([C:16]1[CH:19]=[CH:20][C:13]([Cl:12])=[CH:14][CH:15]=1)[CH2:9][C:8]2=[O:10]. The reactants are [Br:1][C:2]1[CH:3]=[CH:4][C:5]([OH:11])=[C:6]([C:8](=[O:10])[CH3:9])[CH:7]=1.[Cl:12][C:13]1[CH:20]=[CH:19][C:16]([CH:17]=O)=[CH:15][CH:14]=1.CCO. The yield is 0.890. The catalyst is O.CCOC(C)=O. (7) The catalyst is C1COCC1. The reactants are [H-].[Na+].[CH2:3]([O:10][C:11](=[O:23])[CH2:12][C:13]([O:15][CH2:16][C:17]1[CH:22]=[CH:21][CH:20]=[CH:19][CH:18]=1)=[O:14])[C:4]1[CH:9]=[CH:8][CH:7]=[CH:6][CH:5]=1.[F:24][C:25]([F:36])([F:35])[CH2:26]OS(C(F)(F)F)(=O)=O. The product is [CH2:16]([O:15][C:13](=[O:14])[CH:12]([CH2:26][C:25]([F:36])([F:35])[F:24])[C:11]([O:10][CH2:3][C:4]1[CH:5]=[CH:6][CH:7]=[CH:8][CH:9]=1)=[O:23])[C:17]1[CH:22]=[CH:21][CH:20]=[CH:19][CH:18]=1. The yield is 0.680.